Dataset: Catalyst prediction with 721,799 reactions and 888 catalyst types from USPTO. Task: Predict which catalyst facilitates the given reaction. (1) Reactant: Cl[C:2]1[CH:7]=[C:6]([I:8])[CH:5]=[C:4]([Cl:9])[N:3]=1.[NH:10]1[CH2:15][CH2:14][O:13][CH2:12][CH2:11]1.CCN(C(C)C)C(C)C. Product: [Cl:9][C:4]1[N:3]=[C:2]([N:10]2[CH2:15][CH2:14][O:13][CH2:12][CH2:11]2)[CH:7]=[C:6]([I:8])[CH:5]=1. The catalyst class is: 12. (2) Reactant: CN1CCOCC1.[C:8]([O:12][C:13]([N:15]1[CH2:22][CH2:21][CH2:20][C@H:16]1[C:17]([OH:19])=O)=[O:14])([CH3:11])([CH3:10])[CH3:9].C(Cl)(=O)C(C)(C)C.Cl.[CH:31]1([CH:37]2[C:46]3[C:41](=[CH:42][CH:43]=[CH:44][CH:45]=3)[CH2:40][CH2:39][NH:38]2)[CH2:36][CH2:35][CH2:34][CH2:33][CH2:32]1.Cl. Product: [CH:31]1([CH:37]2[C:46]3[C:41](=[CH:42][CH:43]=[CH:44][CH:45]=3)[CH2:40][CH2:39][N:38]2[C:17]([C@@H:16]2[CH2:20][CH2:21][CH2:22][N:15]2[C:13]([O:12][C:8]([CH3:9])([CH3:10])[CH3:11])=[O:14])=[O:19])[CH2:32][CH2:33][CH2:34][CH2:35][CH2:36]1. The catalyst class is: 839. (3) Product: [Cl:1][C:2]1[C:3]([C:10]([OH:12])=[O:11])=[N:4][N:5]([CH:7]([CH3:8])[CH3:9])[CH:6]=1. The catalyst class is: 12. Reactant: [Cl:1][C:2]1[C:3]([C:10]([O:12]C)=[O:11])=[N:4][N:5]([CH:7]([CH3:9])[CH3:8])[CH:6]=1.Cl. (4) The catalyst class is: 4. Reactant: [CH2:1]([OH:6])[CH2:2][CH2:3][CH2:4][OH:5].Cl.C(N=C=NCCCN(C)C)C.[C:19](O)(=[O:23])[C:20]([CH3:22])=[CH2:21]. Product: [C:19]([O:5][CH2:4][CH2:3][CH2:2][CH2:1][OH:6])(=[O:23])[C:20]([CH3:22])=[CH2:21]. (5) Reactant: C(OC(=O)[NH:7][C@H:8]([CH2:25][C:26]1[CH:31]=[CH:30][CH:29]=[CH:28][CH:27]=1)[CH2:9][N:10]1[CH2:15][CH2:14][CH:13]([C:16](=[O:24])[C:17]2[CH:22]=[CH:21][C:20]([F:23])=[CH:19][CH:18]=2)[CH2:12][CH2:11]1)(C)(C)C.FC(F)(F)C(O)=O. Product: [NH2:7][C@H:8]([CH2:25][C:26]1[CH:31]=[CH:30][CH:29]=[CH:28][CH:27]=1)[CH2:9][N:10]1[CH2:15][CH2:14][CH:13]([C:16]([C:17]2[CH:18]=[CH:19][C:20]([F:23])=[CH:21][CH:22]=2)=[O:24])[CH2:12][CH2:11]1. The catalyst class is: 4. (6) Reactant: [Cl:1][C:2]1[S:6][C:5]([CH:7]([N:9]=[N+]=[N-])[CH3:8])=[CH:4][CH:3]=1.C1(P(C2C=CC=CC=2)C2C=CC=CC=2)C=CC=CC=1. Product: [Cl:1][C:2]1[S:6][C:5]([CH:7]([NH2:9])[CH3:8])=[CH:4][CH:3]=1. The catalyst class is: 20.